The task is: Predict the product of the given reaction.. This data is from Forward reaction prediction with 1.9M reactions from USPTO patents (1976-2016). (1) Given the reactants Cl.[F:2][C:3]1[CH:8]=[CH:7][C:6]([C:9]2[O:13][N:12]=[C:11]([C@H:14]3[CH2:19][CH2:18][CH2:17][NH:16][CH2:15]3)[N:10]=2)=[CH:5][CH:4]=1.[F:20][C:21]1[CH:29]=[CH:28][C:24]([C:25](O)=[O:26])=[CH:23][N:22]=1.CCN=C=NCCCN(C)C.Cl.C1C=CC2N(O)N=NC=2C=1, predict the reaction product. The product is: [F:2][C:3]1[CH:8]=[CH:7][C:6]([C:9]2[O:13][N:12]=[C:11]([C@H:14]3[CH2:19][CH2:18][CH2:17][N:16]([C:25]([C:24]4[CH:23]=[N:22][C:21]([F:20])=[CH:29][CH:28]=4)=[O:26])[CH2:15]3)[N:10]=2)=[CH:5][CH:4]=1. (2) Given the reactants Cl.C[N:3](C)CCCN=C=NCC.O.ON1C2C=CC=CC=2N=N1.FC(F)(F)C(O)=O.[F:31][C:32]1[CH:59]=[CH:58][CH:57]=[C:56]([F:60])[C:33]=1[CH2:34][O:35][C:36]1[C:37]2[N:38]([C:43]([C:47]3[CH:48]=[N:49][CH:50]=[C:51]([CH:55]=3)[C:52](O)=[O:53])=[C:44]([CH3:46])[N:45]=2)[CH:39]=[C:40]([CH3:42])[CH:41]=1.[Cl-].[NH4+].C(N(CC)C(C)C)(C)C, predict the reaction product. The product is: [F:60][C:56]1[CH:57]=[CH:58][CH:59]=[C:32]([F:31])[C:33]=1[CH2:34][O:35][C:36]1[C:37]2[N:38]([C:43]([C:47]3[CH:48]=[N:49][CH:50]=[C:51]([CH:55]=3)[C:52]([NH2:3])=[O:53])=[C:44]([CH3:46])[N:45]=2)[CH:39]=[C:40]([CH3:42])[CH:41]=1. (3) Given the reactants [Br:1][C:2]1[CH:3]=[C:4]2[C:8](=[CH:9][CH:10]=1)[CH2:7][C:6]([CH2:11][CH2:12][OH:13])=[CH:5]2.CSC.C(=O)(O)[O-].[Na+].[OH-].[NH4+:23], predict the reaction product. The product is: [Br:1][C:2]1[CH:3]=[C:4]2[C:8]([CH:7]=[C:6]([CH2:11][CH2:12][OH:13])[N:23]=[CH:5]2)=[CH:9][CH:10]=1. (4) Given the reactants [C:1]([C:3]1[CH:9]=[CH:8][C:6]([NH2:7])=[CH:5][CH:4]=1)#[CH:2].[N:10]1[CH:15]=[CH:14][N:13]=[C:12]2[C:16]([O:18][C:19](=[O:20])[C:11]=12)=[O:17], predict the reaction product. The product is: [C:1]([C:3]1[CH:9]=[CH:8][C:6]([NH:7][C:16]([C:12]2[C:11]([C:19]([OH:20])=[O:18])=[N:10][CH:15]=[CH:14][N:13]=2)=[O:17])=[CH:5][CH:4]=1)#[CH:2]. (5) Given the reactants [N:1]1([C:6]2[CH:11]=[CH:10][C:9]([N:12]3[CH2:17][CH2:16][NH:15][CH2:14][CH2:13]3)=[CH:8][CH:7]=2)[CH:5]=[CH:4][N:3]=[CH:2]1.[CH3:18][C:19]1([CH:34]=O)[CH2:23][CH:22]2[CH:24]([CH3:33])[C:25]([N+:30]([O-:32])=[O:31])=[C:26]([CH3:29])[C:27]([CH3:28])=[C:21]2[O:20]1.C(O[BH-](OC(=O)C)OC(=O)C)(=O)C.[Na+].C(=O)([O-])O.[Na+], predict the reaction product. The product is: [N+:30]([C:25]1[CH:24]([CH3:33])[CH:22]2[CH2:23][C:19]([CH2:18][N:15]3[CH2:16][CH2:17][N:12]([C:9]4[CH:8]=[CH:7][C:6]([N:1]5[CH:5]=[CH:4][N:3]=[CH:2]5)=[CH:11][CH:10]=4)[CH2:13][CH2:14]3)([CH3:34])[O:20][C:21]2=[C:27]([CH3:28])[C:26]=1[CH3:29])([O-:32])=[O:31]. (6) Given the reactants Cl[CH2:2][C:3]1[CH:22]=[CH:21][C:6]([O:7][CH2:8][C:9]2[N:10]=[C:11]([C:15]3[CH:20]=[CH:19][CH:18]=[CH:17][CH:16]=3)[O:12][C:13]=2[CH3:14])=[CH:5][CH:4]=1.[OH:23][C:24]1[CH:25]=[C:26]([CH2:30][CH2:31][C:32]([O:34][CH2:35][CH3:36])=[O:33])[CH:27]=[CH:28][CH:29]=1.C(=O)([O-])[O-].[K+].[K+].CN(C)C=O, predict the reaction product. The product is: [CH3:14][C:13]1[O:12][C:11]([C:15]2[CH:20]=[CH:19][CH:18]=[CH:17][CH:16]=2)=[N:10][C:9]=1[CH2:8][O:7][C:6]1[CH:21]=[CH:22][C:3]([CH2:2][O:23][C:24]2[CH:25]=[C:26]([CH2:30][CH2:31][C:32]([O:34][CH2:35][CH3:36])=[O:33])[CH:27]=[CH:28][CH:29]=2)=[CH:4][CH:5]=1. (7) Given the reactants Cl.[NH2:2][C:3]1[S:4][C:5]2[CH2:10][CH2:9][CH2:8][C:6]=2[N:7]=1.[Br:11][C:12]1[C:17]([F:18])=[CH:16][C:15]([S:19](Cl)(=[O:21])=[O:20])=[C:14]([F:23])[CH:13]=1, predict the reaction product. The product is: [Br:11][C:12]1[C:17]([F:18])=[CH:16][C:15]([S:19]([NH:2][C:3]2[S:4][C:5]3[CH2:10][CH2:9][CH2:8][C:6]=3[N:7]=2)(=[O:20])=[O:21])=[C:14]([F:23])[CH:13]=1. (8) Given the reactants [F:1][C:2]1[CH:7]=[CH:6][C:5]([C:8]2[C:12]3[C:13](=[O:17])[NH:14][CH2:15][CH2:16][C:11]=3[NH:10][C:9]=2[CH:18]=O)=[CH:4][CH:3]=1.[F:20][C:21]1[CH:22]=[C:23]2[C:27](=[CH:28][C:29]=1[NH:30][C:31](=[O:35])[CH2:32][O:33][CH3:34])[NH:26][C:25](=[O:36])[CH2:24]2, predict the reaction product. The product is: [F:20][C:21]1[CH:22]=[C:23]2[C:27](=[CH:28][C:29]=1[NH:30][C:31](=[O:35])[CH2:32][O:33][CH3:34])[NH:26][C:25](=[O:36])[C:24]2=[CH:18][C:9]1[NH:10][C:11]2[CH2:16][CH2:15][NH:14][C:13](=[O:17])[C:12]=2[C:8]=1[C:5]1[CH:6]=[CH:7][C:2]([F:1])=[CH:3][CH:4]=1. (9) The product is: [CH3:18][C:17]1[CH:16]=[C:15]2[C:10]([CH:11]=[CH:12][CH:13]=[N:14]2)=[CH:9][C:8]=1[CH2:7][C:6]([OH:19])=[O:5]. Given the reactants C([O:5][C:6](=[O:19])[CH2:7][C:8]1[CH:9]=[C:10]2[C:15](=[CH:16][C:17]=1[CH3:18])[N:14]=[CH:13][CH:12]=[CH:11]2)(C)(C)C, predict the reaction product. (10) Given the reactants [C:1]([O:5][C:6]([N:8]1[CH2:14][CH2:13][CH2:12][CH2:11][CH:10]([CH2:15]O)[CH2:9]1)=[O:7])([CH3:4])([CH3:3])[CH3:2].C1(P(C2C=CC=CC=2)C2C=CC=CC=2)C=CC=CC=1.[C:36]1(=[O:46])[NH:40][C:39](=[O:41])[C:38]2=[CH:42][CH:43]=[CH:44][CH:45]=[C:37]12.N(C(OCC)=O)=NC(OCC)=O, predict the reaction product. The product is: [C:1]([O:5][C:6]([N:8]1[CH2:14][CH2:13][CH2:12][CH2:11][CH:10]([CH2:15][N:40]2[C:39](=[O:41])[C:38]3=[CH:42][CH:43]=[CH:44][CH:45]=[C:37]3[C:36]2=[O:46])[CH2:9]1)=[O:7])([CH3:2])([CH3:3])[CH3:4].